This data is from Experimentally validated miRNA-target interactions with 360,000+ pairs, plus equal number of negative samples. The task is: Binary Classification. Given a miRNA mature sequence and a target amino acid sequence, predict their likelihood of interaction. (1) The miRNA is hsa-miR-6720-5p with sequence UUCCAGCCCUGGUAGGCGCCGCG. The protein sequence of the target gene is MKIFCSRANPTTGSVEWLEEDEHYDYHQEIARSSYADMLHDKDRNVKYYQGIRAAVSRVKDRGQKALVLDIGTGTGLLSMMAVTAGADFCYAIEVFKPMADAAVKIVEKNGFSDKIKVINKHSTEVTVGPEGDMPCRANILVTELFDTELIGEGALPSYEHAHRHLVEENCEAVPHRATVYAQLVESGRMWSWNKLFPIHVQTSLGEQVIVPPVDVESCPGAPSVCDIQLNQVSPADFTVLSDVLPMFSIDFSKQVSSSAACHSRRFEPLTSGRAQVVLSWWDIEMDPEGKIKCTMAPFW.... Result: 1 (interaction). (2) The miRNA is hsa-miR-586 with sequence UAUGCAUUGUAUUUUUAGGUCC. The protein sequence of the target gene is MRGQRSLLLGPARLCLRLLLLLGYRRRCPPLLRGLVQRWRYGKVCLRSLLYNSFGGSDTAVDAAFEPVYWLVDNVIRWFGVVFVVLVIVLTGSIVAIAYLCVLPLILRTYSVPRLCWHFFYSHWNLILIVFHYYQAITTPPGYPPQGRNDIATVSICKKCIYPKPARTHHCSICNRCVLKMDHHCPWLNNCVGHYNHRYFFSFCFFMTLGCVYCSYGSWDLFREAYAAIETYHQTPPPTFSFRERITHKSLVYLWFLCSSVALALGALTMWHAVLISRGETSIERHINKKERRRLQAKGR.... Result: 0 (no interaction). (3) The miRNA is hsa-miR-3130-3p with sequence GCUGCACCGGAGACUGGGUAA. The protein sequence of the target gene is MASASSGPSSSVGFSSFDPAVPSCTLSSAASGIKRPMASEVLEARQDSYISLVPYASGMPIKKIGHRSVDSSGETTYKKTTSSALKGAIQLGITHTVGSLSTKPERDVLMQDFYVVESIFFPSEGSNLTPAHHYNDFRFKTYAPVAFRYFRELFGIRPDDYLYSLCSEPLIELCSSGASGSLFYVSSDDEFIIKTVQHKEAEFLQKLLPGYYMNLNQNPRTLLPKFYGLYCVQAGGKNIRIVVMNNLLPRSVKMHIKYDLKGSTYKRRASQKEREKPLPTFKDLDFLQDIPDGLFLDADM.... Result: 0 (no interaction). (4) The miRNA is hsa-miR-767-3p with sequence UCUGCUCAUACCCCAUGGUUUCU. The protein sequence of the target gene is MARFGDEMPARYGGGGSGAAAGVVVGSGGGRGAGGSRQGGQPGAQRMYKQSMAQRARTMALYNPIPVRQNCLTVNRSLFLFSEDNVVRKYAKKITEWPPFEYMILATIIANCIVLALEQHLPDDDKTPMSERLDDTEPYFIGIFCFEAGIKIIALGFAFHKGSYLRNGWNVMDFVVVLTGILATVGTEFDLRTLRAVRVLRPLKLVSGIPSLQVVLKSIMKAMIPLLQIGLLLFFAILIFAIIGLEFYMGKFHTTCFEEGTDDIQGESPAPCGTEEPARTCPNGTKCQPYWEGPNNGITQ.... Result: 1 (interaction). (5) The miRNA is hsa-miR-1231 with sequence GUGUCUGGGCGGACAGCUGC. The protein sequence of the target gene is MVRLPLQCVLWGCLLTAVHPEPPTACREKQYLINSQCCSLCQPGQKLVSDCTEFTETECLPCGESEFLDTWNRETHCHQHKYCDPNLGLRVQQKGTSETDTICTCEEGWHCTSEACESCVLHRSCSPGFGVKQIATGVSDTICEPCPVGFFSNVSSAFEKCHPWTSCETKDLVVQQAGTNKTDVVCGPQDRLRALVVIPIIFGILFAILLVLVFIKKVAKKPTNKAPHPKQEPQEINFPDDLPGSNTAAPVQETLHGCQPVTQEDGKESRISVQERQ. Result: 0 (no interaction). (6) The protein sequence of the target gene is MGRKPSPRAQELPEEEARTCCGCRFPLLLALLQLALGIAVTVLGFLMASISPSLLVRDTPFWAGSIVCVVAYLGLFMLCVSYQVDERTCVQFSMKVFYFLLSALGLMVCMLAVAFAAHHYSLLAQFTCETSLDSCQCKLPSSEPLSRAFVYRDVTDCTSVTGTFKLFLIIQMVLNLVCGLVCLLACFVMWKHRYQVFYVGVGLRSLMASDGQLPKA. The miRNA is mmu-miR-544-5p with sequence UCUUGUUAAAAAGCAGAGUCU. Result: 1 (interaction). (7) The miRNA is hsa-miR-30b-3p with sequence CUGGGAGGUGGAUGUUUACUUC. The protein sequence of the target gene is MSRFPAVAGRAPRRQEEGERSRDLQEERLSAVCIADREEKGCTSQEGGTTPTFPIQKQRKKIIQAVRDNSFLIVTGNTGSGKTTQLPKYLYEAGFSQHGMIGVTQPRKVAAISVAQRVAEEMKCTLGSKVGYQVRFDDCSSKETAIKYMTDGCLLKHILGDPNLTKFSVIILDEAHERTLTTDILFGLLKKLFQEKSPNRKEHLKVVVMSATMELAKLSAFFGNCPIFDIPGRLYPVREKFCNLIGPRDRENTAYIQAIVKVTMDIHLNEMAGDILVFLTGQFEIEKSCELLFQMAESVD.... Result: 1 (interaction). (8) The miRNA is hsa-miR-4662a-3p with sequence AAAGAUAGACAAUUGGCUAAAU. The protein sequence of the target gene is MLKMLSFKLLLLAVALGFFEGDAKFGERNEGSGARRRRCLNGNPPKRLKRRDRRMMSQLELLSGGEMLCGGFYPRLSCCLRSDSPGLGRLENKIFSVTNNTECGKLLEEIKCALCSPHSQSLFHSPEREVLERDLVLPLLCKDYCKEFFYTCRGHIPGFLQTTADEFCFYYARKDGGLCFPDFPRKQVRGPASNYLDQMEEYDKVEEISRKHKHNCFCIQEVVSGLRQPVGALHSGDGSQRLFILEKEGYVKILTPEGEIFKEPYLDIHKLVQSGIKGGDERGLLSLAFHPNYKKNGKLY.... Result: 1 (interaction). (9) The miRNA is hsa-miR-6864-3p with sequence GUGAGACUUCUCUCCCUUCAG. The protein sequence of the target gene is MDQSGMEIPVTLIIKAPNQKYSDQTISCFLNWTVGKLKTHLSNVYPSKPLTKDQRLVYSGRLLPDHLQLKDILRKQDEYHMVHLVCTSRTPPSSPKSSTNRESHEALASSSNSSSDHSGSTTPSSGQETLSLAVGSSSEGLRQRTLPQAQTDQAQSHQFPYVMQGNVDNQFPGQAAPPGFPVYPAFSPLQMLWWQQMYAHQYYMQYQAAVSAQATSNVNPTQPTTSQPLNLAHVPGEEPPPAPNLVAQENRPMNENVQMNAQGGPVLNEEDFNRDWLDWMYTFSRAAILLSIVYFYSSFS.... Result: 1 (interaction). (10) The miRNA is hsa-miR-3135b with sequence GGCUGGAGCGAGUGCAGUGGUG. The protein sequence of the target gene is MAGTALKRLMAEYKQLTLNPPEGIVAGPMNEENFFEWEALIMGPEDTCFEFGVFPAILSFPLDYPLSPPKMRFTCEMFHPNIYPDGRVCISILHAPGDDPMGYESSAERWSPVQSVEKILLSVVSMLAEPNDESGANVDASKMWRDDREQFYKIAKQIVQKSLGL. Result: 1 (interaction).